This data is from Peptide-MHC class I binding affinity with 185,985 pairs from IEDB/IMGT. The task is: Regression. Given a peptide amino acid sequence and an MHC pseudo amino acid sequence, predict their binding affinity value. This is MHC class I binding data. (1) The peptide sequence is RRWIQLGLQK. The MHC is Mamu-B08 with pseudo-sequence Mamu-B08. The binding affinity (normalized) is 0.753. (2) The peptide sequence is CPFCANKLM. The MHC is HLA-B54:01 with pseudo-sequence HLA-B54:01. The binding affinity (normalized) is 0.378.